From a dataset of NCI-60 drug combinations with 297,098 pairs across 59 cell lines. Regression. Given two drug SMILES strings and cell line genomic features, predict the synergy score measuring deviation from expected non-interaction effect. (1) Cell line: K-562. Drug 2: C1=CC=C(C(=C1)C(C2=CC=C(C=C2)Cl)C(Cl)Cl)Cl. Drug 1: CCCS(=O)(=O)NC1=C(C(=C(C=C1)F)C(=O)C2=CNC3=C2C=C(C=N3)C4=CC=C(C=C4)Cl)F. Synergy scores: CSS=-5.02, Synergy_ZIP=-0.207, Synergy_Bliss=-7.19, Synergy_Loewe=-52.9, Synergy_HSA=-9.45. (2) Drug 1: C1CCC(C1)C(CC#N)N2C=C(C=N2)C3=C4C=CNC4=NC=N3. Drug 2: C(CC(=O)O)C(=O)CN.Cl. Cell line: SF-539. Synergy scores: CSS=5.28, Synergy_ZIP=-4.44, Synergy_Bliss=-4.17, Synergy_Loewe=-3.62, Synergy_HSA=-2.66. (3) Cell line: COLO 205. Synergy scores: CSS=62.7, Synergy_ZIP=1.41, Synergy_Bliss=3.03, Synergy_Loewe=-1.43, Synergy_HSA=4.03. Drug 1: CC1OCC2C(O1)C(C(C(O2)OC3C4COC(=O)C4C(C5=CC6=C(C=C35)OCO6)C7=CC(=C(C(=C7)OC)O)OC)O)O. Drug 2: CC1=C2C(C(=O)C3(C(CC4C(C3C(C(C2(C)C)(CC1OC(=O)C(C(C5=CC=CC=C5)NC(=O)C6=CC=CC=C6)O)O)OC(=O)C7=CC=CC=C7)(CO4)OC(=O)C)O)C)OC(=O)C.